This data is from Peptide-MHC class I binding affinity with 185,985 pairs from IEDB/IMGT. The task is: Regression. Given a peptide amino acid sequence and an MHC pseudo amino acid sequence, predict their binding affinity value. This is MHC class I binding data. (1) The peptide sequence is FVSSIFISFY. The MHC is HLA-A30:02 with pseudo-sequence HLA-A30:02. The binding affinity (normalized) is 0.590. (2) The peptide sequence is KRQQELLRM. The MHC is HLA-B27:05 with pseudo-sequence HLA-B27:05. The binding affinity (normalized) is 0.291.